From a dataset of Full USPTO retrosynthesis dataset with 1.9M reactions from patents (1976-2016). Predict the reactants needed to synthesize the given product. Given the product [CH2:16]([O:8][C:5]1[CH:6]=[CH:7][C:2]([Br:1])=[C:3]([CH3:9])[CH:4]=1)[C:17]1[CH:22]=[CH:21][CH:20]=[CH:19][CH:18]=1, predict the reactants needed to synthesize it. The reactants are: [Br:1][C:2]1[CH:7]=[CH:6][C:5]([OH:8])=[CH:4][C:3]=1[CH3:9].C(=O)([O-])[O-].[K+].[K+].[CH2:16](Br)[C:17]1[CH:22]=[CH:21][CH:20]=[CH:19][CH:18]=1.